Dataset: Forward reaction prediction with 1.9M reactions from USPTO patents (1976-2016). Task: Predict the product of the given reaction. (1) Given the reactants [F:1][C:2]1[CH:3]=[CH:4][C:5]2[C:6]3[CH2:15][CH2:14][NH:13][C:12](=O)[CH2:11][C:7]=3[NH:8][C:9]=2[CH:10]=1.C(O)(=O)/C=C/C(O)=O, predict the reaction product. The product is: [F:1][C:2]1[CH:3]=[CH:4][C:5]2[C:6]3[CH2:15][CH2:14][NH:13][CH2:12][CH2:11][C:7]=3[NH:8][C:9]=2[CH:10]=1. (2) Given the reactants Cl[C:2]1[N:7]=[C:6]2[O:8][C:9]([C:11]3[CH:16]=[CH:15][C:14]([O:17][CH3:18])=[CH:13][CH:12]=3)=[N:10][C:5]2=[CH:4][CH:3]=1.[NH:19]1[CH2:26][CH2:25]C[C@H:20]1[C:21](O)=[O:22].N1CCOCC1.[O-]P([O-])([O-])=O.[K+].[K+].[K+], predict the reaction product. The product is: [CH3:18][O:17][C:14]1[CH:15]=[CH:16][C:11]([C:9]2[O:8][C:6]3[C:5]([N:10]=2)=[CH:4][CH:3]=[C:2]([N:19]2[CH2:20][CH2:21][O:22][CH2:25][CH2:26]2)[N:7]=3)=[CH:12][CH:13]=1.